This data is from Reaction yield outcomes from USPTO patents with 853,638 reactions. The task is: Predict the reaction yield, written as a fraction of the theoretical maximum amount of product (1.0 means a 100% yield; for example, 0.34 means a 34% yield). (1) The reactants are [Cl:1][C:2]1[CH:7]=[C:6](/[CH:8]=[CH:9]/[CH:10]([C:15]2[CH:20]=[C:19]([Cl:21])[CH:18]=[C:17]([Cl:22])[CH:16]=2)[C:11]([F:14])([F:13])[F:12])[CH:5]=[CH:4][C:3]=1[CH2:23][NH2:24].C1C=CC2N([OH:34])N=NC=2C=1.CCN=C=NC[CH2:41][CH2:42]N(C)C.Cl.CCN(C(C)C)C(C)C. The catalyst is CN(C=O)C.O. The product is [Cl:1][C:2]1[CH:7]=[C:6](/[CH:8]=[CH:9]/[CH:10]([C:15]2[CH:16]=[C:17]([Cl:22])[CH:18]=[C:19]([Cl:21])[CH:20]=2)[C:11]([F:13])([F:14])[F:12])[CH:5]=[CH:4][C:3]=1[CH2:23][NH:24][C:41](=[O:34])[CH3:42]. The yield is 0.600. (2) The reactants are [CH3:1][C:2]([C@@H:4]1[C@@:8]2([CH3:23])[CH2:9][CH2:10][C@@H:11]3[C@@:16]4([CH3:22])[CH2:17][CH2:18][C@H:19]([OH:21])[CH2:20][C:15]4=[CH:14][CH2:13][C@H:12]3[C@@H:7]2[CH2:6][CH2:5]1)=[O:3].C(O)(=O)C.[H][H]. The catalyst is C1COCC1.C1(C)C=CC=CC=1.[Pd]. The product is [OH:21][C@H:19]1[CH2:18][CH2:17][C@@:16]2([CH3:22])[C@@H:15]([CH2:14][CH2:13][C@@H:12]3[C@@H:11]2[CH2:10][CH2:9][C@@:8]2([CH3:23])[C@H:7]3[CH2:6][CH2:5][C@@H:4]2[C:2](=[O:3])[CH3:1])[CH2:20]1. The yield is 0.850. (3) The reactants are Br[C:2]1[C:11]([CH3:12])=[C:10]2[C:5]([C:6]([Cl:13])=[CH:7][CH:8]=[N:9]2)=[CH:4][CH:3]=1.CCN(C(C)C)C(C)C.CC1(C)C2C(=C(P(C3C=CC=CC=3)C3C=CC=CC=3)C=CC=2)OC2C(P(C3C=CC=CC=3)C3C=CC=CC=3)=CC=CC1=2.[CH2:65]([SH:72])[C:66]1[CH:71]=[CH:70][CH:69]=[CH:68][CH:67]=1. The catalyst is C1C=CC(/C=C/C(/C=C/C2C=CC=CC=2)=O)=CC=1.C1C=CC(/C=C/C(/C=C/C2C=CC=CC=2)=O)=CC=1.C1C=CC(/C=C/C(/C=C/C2C=CC=CC=2)=O)=CC=1.[Pd].[Pd].O1CCOCC1. The product is [CH2:65]([S:72][C:2]1[C:11]([CH3:12])=[C:10]2[C:5]([C:6]([Cl:13])=[CH:7][CH:8]=[N:9]2)=[CH:4][CH:3]=1)[C:66]1[CH:71]=[CH:70][CH:69]=[CH:68][CH:67]=1. The yield is 0.990. (4) The reactants are [CH3:1][C:2]1[C:6]([NH2:7])=[CH:5][N:4]([C:8]2[CH:9]=[N:10][CH:11]=[CH:12][CH:13]=2)[N:3]=1.[CH2:14]([N:16]=[C:17]=[O:18])[CH3:15]. The catalyst is C(Cl)Cl. The product is [CH2:14]([NH:16][C:17]([NH:7][C:6]1[C:2]([CH3:1])=[N:3][N:4]([C:8]2[CH:9]=[N:10][CH:11]=[CH:12][CH:13]=2)[CH:5]=1)=[O:18])[CH3:15]. The yield is 0.950. (5) The reactants are [NH2:1][C:2]1[S:12][C:5]2[CH2:6][N:7]([CH2:10][CH3:11])[CH2:8][CH2:9][C:4]=2[C:3]=1[C:13]([NH2:15])=[O:14].[CH:16](O)=[O:17]. The catalyst is O. The product is [CH2:10]([N:7]1[CH2:8][CH2:9][C:4]2[C:3]([C:13]([NH2:15])=[O:14])=[C:2]([NH:1][CH:16]=[O:17])[S:12][C:5]=2[CH2:6]1)[CH3:11]. The yield is 0.820. (6) The reactants are Cl.[S:2]1[C:6]([CH2:7][O:8][C:9](=[O:20])OC2C=CC([N+]([O-])=O)=CC=2)=[CH:5][N:4]=[CH:3]1.C([O-])(O)=O.[Na+].[CH3:26][O:27][C:28](=[O:38])[C@@H:29]([NH2:37])[CH2:30][C:31]1[CH:36]=[CH:35][CH:34]=[CH:33][CH:32]=1.CCN(CC)CC. The catalyst is CCOC(C)=O.O.CN(C1C=CN=CC=1)C. The product is [S:2]1[C:6]([CH2:7][O:8][C:9]([NH:37][C@H:29]([C:28]([O:27][CH3:26])=[O:38])[CH2:30][C:31]2[CH:36]=[CH:35][CH:34]=[CH:33][CH:32]=2)=[O:20])=[CH:5][N:4]=[CH:3]1. The yield is 0.540. (7) The reactants are [CH2:1]([S:3](Cl)(=[O:5])=[O:4])[CH3:2].[Br:7][C:8]1[CH:9]=[C:10]([CH:12]=[C:13]([O:15][C:16]2[CH:21]=[CH:20][C:19]([F:22])=[CH:18][C:17]=2[F:23])[CH:14]=1)[NH2:11].N1C=CC=CC=1.Cl. The catalyst is C(Cl)Cl. The product is [Br:7][C:8]1[CH:9]=[C:10]([NH:11][S:3]([CH2:1][CH3:2])(=[O:5])=[O:4])[CH:12]=[C:13]([O:15][C:16]2[CH:21]=[CH:20][C:19]([F:22])=[CH:18][C:17]=2[F:23])[CH:14]=1. The yield is 0.950.